The task is: Predict which catalyst facilitates the given reaction.. This data is from Catalyst prediction with 721,799 reactions and 888 catalyst types from USPTO. Reactant: [Cl:1][C:2]1[N:7]=[CH:6][C:5]([CH2:8][OH:9])=[CH:4][CH:3]=1.CC(C)([O-])C.[K+].FC(F)(F)S(O[CH2:22][C:23]([F:26])([F:25])[F:24])(=O)=O.CCOC(C)=O. Product: [Cl:1][C:2]1[CH:3]=[CH:4][C:5]([CH2:8][O:9][CH2:22][C:23]([F:26])([F:25])[F:24])=[CH:6][N:7]=1. The catalyst class is: 20.